Dataset: Catalyst prediction with 721,799 reactions and 888 catalyst types from USPTO. Task: Predict which catalyst facilitates the given reaction. (1) Reactant: Cl.[Sn](Cl)Cl.[F:5][C:6]1[CH:11]=[CH:10][C:9]([N:12]2[CH2:17][CH2:16][CH2:15][CH2:14][CH2:13]2)=[C:8]([N+:18]([O-])=O)[CH:7]=1.C(=O)(O)[O-].[Na+]. Product: [F:5][C:6]1[CH:11]=[CH:10][C:9]([N:12]2[CH2:17][CH2:16][CH2:15][CH2:14][CH2:13]2)=[C:8]([CH:7]=1)[NH2:18]. The catalyst class is: 5. (2) Reactant: [F:1][C:2]([F:17])([F:16])[O:3][C:4]1[CH:9]=[CH:8][C:7]([C:10]2([C:14]#N)[CH2:13][CH2:12][CH2:11]2)=[CH:6][CH:5]=1.[H-].C([Al+]CC(C)C)C(C)C.C(OCC)(=[O:30])C. Product: [F:1][C:2]([F:17])([F:16])[O:3][C:4]1[CH:9]=[CH:8][C:7]([C:10]2([CH:14]=[O:30])[CH2:13][CH2:12][CH2:11]2)=[CH:6][CH:5]=1. The catalyst class is: 4. (3) Reactant: [O:1]1[CH2:5][CH2:4][O:3][CH:2]1[C:6]1[C:11]([N+:12]([O-])=O)=[CH:10][CH:9]=[CH:8][N:7]=1. Product: [O:1]1[CH2:5][CH2:4][O:3][CH:2]1[C:6]1[C:11]([NH2:12])=[CH:10][CH:9]=[CH:8][N:7]=1. The catalyst class is: 29. (4) Reactant: [NH2:1][C:2]1[C:3]([NH:10][CH2:11][C@@H:12]2[CH2:16][CH2:15][N:14]([C:17]([CH:19]3[CH2:21][CH2:20]3)=[O:18])[CH2:13]2)=[C:4]([CH:7]=[CH:8][CH:9]=1)[C:5]#[N:6].[Br:22][C:23]1[CH:30]=[CH:29][C:26]([CH:27]=O)=[CH:25][CH:24]=1.CO.C(Cl)Cl. Product: [Br:22][C:23]1[CH:30]=[CH:29][C:26]([C:27]2[N:10]([CH2:11][C@@H:12]3[CH2:16][CH2:15][N:14]([C:17]([CH:19]4[CH2:20][CH2:21]4)=[O:18])[CH2:13]3)[C:3]3[C:4]([C:5]#[N:6])=[CH:7][CH:8]=[CH:9][C:2]=3[N:1]=2)=[CH:25][CH:24]=1. The catalyst class is: 51. (5) Reactant: [N:1]([CH:4]([C:23]1[CH:28]=[CH:27][CH:26]=[CH:25][CH:24]=1)[C:5]1[CH:6]=[C:7]([CH:20]=[CH:21][CH:22]=1)[O:8][CH2:9][C:10]1[CH:19]=[CH:18][C:13]([C:14]([O:16]C)=[O:15])=[CH:12][CH:11]=1)=[N+:2]=[N-:3].[OH-].[Na+].O1CCCC1.Cl. Product: [N:1]([CH:4]([C:23]1[CH:28]=[CH:27][CH:26]=[CH:25][CH:24]=1)[C:5]1[CH:6]=[C:7]([CH:20]=[CH:21][CH:22]=1)[O:8][CH2:9][C:10]1[CH:19]=[CH:18][C:13]([C:14]([OH:16])=[O:15])=[CH:12][CH:11]=1)=[N+:2]=[N-:3]. The catalyst class is: 5. (6) Reactant: [CH3:1][O:2][C:3]([C:5]1[CH:25]=[CH:24][C:8]2[NH:9][C:10]([C:12](=[O:23])[NH:13][CH:14]3[CH2:19][CH2:18][N:17]([CH:20]([CH3:22])[CH3:21])[CH2:16][CH2:15]3)=[N:11][C:7]=2[CH:6]=1)=[O:4].Br[CH2:27][C:28]1[CH:33]=[CH:32][CH:31]=[C:30]([O:34][CH3:35])[CH:29]=1.CC#N.O. Product: [CH3:1][O:2][C:3]([C:5]1[CH:25]=[CH:24][C:8]2[N:9]([CH2:27][C:28]3[CH:33]=[CH:32][CH:31]=[C:30]([O:34][CH3:35])[CH:29]=3)[C:10]([C:12](=[O:23])[NH:13][CH:14]3[CH2:19][CH2:18][N:17]([CH:20]([CH3:22])[CH3:21])[CH2:16][CH2:15]3)=[N:11][C:7]=2[CH:6]=1)=[O:4].[CH3:1][O:2][C:3]([C:5]1[CH:25]=[CH:24][C:8]2[N:9]=[C:10]([C:12](=[O:23])[NH:13][CH:14]3[CH2:19][CH2:18][N:17]([CH:20]([CH3:22])[CH3:21])[CH2:16][CH2:15]3)[N:11]([CH2:27][C:28]3[CH:33]=[CH:32][CH:31]=[C:30]([O:34][CH3:35])[CH:29]=3)[C:7]=2[CH:6]=1)=[O:4]. The catalyst class is: 106. (7) Reactant: [C:1](=O)([O-])[O-].[K+].[K+].[CH:7]([C:10]1[CH:14]=[CH:13][N:12]([CH2:15][C:16]([OH:18])=[O:17])[CH:11]=1)([CH3:9])[CH3:8].CI. Product: [CH:7]([C:10]1[CH:14]=[CH:13][N:12]([CH2:15][C:16]([O:18][CH3:1])=[O:17])[CH:11]=1)([CH3:9])[CH3:8]. The catalyst class is: 21.